From a dataset of Forward reaction prediction with 1.9M reactions from USPTO patents (1976-2016). Predict the product of the given reaction. (1) Given the reactants [CH3:1][C:2]1[N:3]=[C:4]2[CH:12]=[CH:11][CH:10]=[C:9]3[N:5]2[C:6]=1[C:7](=[O:13])[NH:8]3.[H-].[Na+].Br[CH2:17][CH:18]1[CH2:23][CH2:22][N:21]([C:24]([O:26][C:27]([CH3:30])([CH3:29])[CH3:28])=[O:25])[CH2:20][CH2:19]1.O, predict the reaction product. The product is: [C:27]([O:26][C:24]([N:21]1[CH2:22][CH2:23][CH:18]([CH2:17][N:8]2[C:9]3[N:5]4[C:4](=[N:3][C:2]([CH3:1])=[C:6]4[C:7]2=[O:13])[CH:12]=[CH:11][CH:10]=3)[CH2:19][CH2:20]1)=[O:25])([CH3:30])([CH3:28])[CH3:29]. (2) Given the reactants CC(C)([O-])C.[Na+].COC1C=CC=C(OC)C=1C1C=CC=CC=1P(C1CCCCC1)C1CCCCC1.Br[C:37]1[CH:42]=[CH:41][C:40]([O:43][CH3:44])=[CH:39][CH:38]=1.[C:45]1([C:51]2[C:60]3[C:55](=[CH:56][CH:57]=[CH:58][CH:59]=3)[C:54]([NH2:61])=[CH:53][CH:52]=2)[CH:50]=[CH:49][CH:48]=[CH:47][CH:46]=1, predict the reaction product. The product is: [CH3:44][O:43][C:40]1[CH:41]=[CH:42][C:37]([NH:61][C:54]2[C:55]3[C:60](=[CH:59][CH:58]=[CH:57][CH:56]=3)[C:51]([C:45]3[CH:46]=[CH:47][CH:48]=[CH:49][CH:50]=3)=[CH:52][CH:53]=2)=[CH:38][CH:39]=1. (3) Given the reactants [C:1]([O:5][C:6]([NH:8][C@H:9]([C:18]([O:20][CH3:21])=[O:19])[CH2:10][C:11]1[CH:16]=[CH:15][C:14]([OH:17])=[CH:13][CH:12]=1)=[O:7])([CH3:4])([CH3:3])[CH3:2].C1(P(C2C=CC=CC=2)C2C=CC=CC=2)C=CC=CC=1.O[CH:42]1[CH2:47][CH2:46][N:45]([C:48]2[CH:53]=[CH:52][CH:51]=[CH:50][CH:49]=2)[CH2:44][CH2:43]1, predict the reaction product. The product is: [C:1]([O:5][C:6]([NH:8][C@H:9]([C:18]([O:20][CH3:21])=[O:19])[CH2:10][C:11]1[CH:12]=[CH:13][C:14]([O:17][CH:42]2[CH2:47][CH2:46][N:45]([C:48]3[CH:53]=[CH:52][CH:51]=[CH:50][CH:49]=3)[CH2:44][CH2:43]2)=[CH:15][CH:16]=1)=[O:7])([CH3:3])([CH3:4])[CH3:2]. (4) Given the reactants [C:1]([O:5][C:6](=[O:15])[NH:7][C:8]1[CH:13]=[C:12]([CH3:14])[CH:11]=[CH:10][N:9]=1)([CH3:4])([CH3:3])[CH3:2].Br[CH2:17][CH:18]1[CH2:22][NH:21][C:20](=[O:23])[CH2:19]1.[H-].[Na+].[Na].[Br-], predict the reaction product. The product is: [C:1]([O:5][C:6](=[O:15])[N:7]([C:8]1[CH:13]=[C:12]([CH3:14])[CH:11]=[CH:10][N:9]=1)[CH2:17][CH:18]1[CH2:19][C:20](=[O:23])[NH:21][CH2:22]1)([CH3:4])([CH3:3])[CH3:2]. (5) Given the reactants [O:1]=[C:2]1[CH:9]=[C:8]2[CH:4]([CH2:5][C:6]([C:15]([O:17][CH2:18][CH3:19])=[O:16])([C:10]([O:12][CH2:13][CH3:14])=[O:11])[CH2:7]2)[CH2:3]1, predict the reaction product. The product is: [O:1]=[C:2]1[CH2:3][CH:4]2[CH:8]([CH2:7][C:6]([C:10]([O:12][CH2:13][CH3:14])=[O:11])([C:15]([O:17][CH2:18][CH3:19])=[O:16])[CH2:5]2)[CH2:9]1. (6) Given the reactants FC(F)(F)C(O)=O.[C:8]([S:11][CH:12]1[CH2:17][CH2:16][NH:15][CH2:14]/[C:13]/1=[CH:18]\[C:19]1[N:20]=[N:21][N:22]([CH2:24][C:25]([O:27][CH3:28])=[O:26])[CH:23]=1)(=[O:10])[CH3:9].Br[CH:30]([C:36]1[CH:41]=[CH:40][CH:39]=[CH:38][C:37]=1[F:42])[C:31]([CH:33]1[CH2:35][CH2:34]1)=[O:32].[ClH:43], predict the reaction product. The product is: [ClH:43].[C:8]([S:11][CH:12]1[CH2:17][CH2:16][N:15]([CH:30]([C:36]2[CH:41]=[CH:40][CH:39]=[CH:38][C:37]=2[F:42])[C:31]([CH:33]2[CH2:34][CH2:35]2)=[O:32])[CH2:14]/[C:13]/1=[CH:18]\[C:19]1[N:20]=[N:21][N:22]([CH2:24][C:25]([O:27][CH3:28])=[O:26])[CH:23]=1)(=[O:10])[CH3:9]. (7) Given the reactants [Br:1][C:2]1[CH:9]=[CH:8][C:5]([CH:6]=O)=[CH:4][CH:3]=1.[Cl:10][C:11]1[CH:16]=[C:15]([Cl:17])[CH:14]=[CH:13][C:12]=1[CH2:18][C:19]([OH:21])=[O:20].C(OC(=O)C)(=O)C.C(N(CC)CC)C, predict the reaction product. The product is: [Br:1][C:2]1[CH:9]=[CH:8][C:5]([CH:6]=[C:18]([C:12]2[CH:13]=[CH:14][C:15]([Cl:17])=[CH:16][C:11]=2[Cl:10])[C:19]([OH:21])=[O:20])=[CH:4][CH:3]=1.